Dataset: Catalyst prediction with 721,799 reactions and 888 catalyst types from USPTO. Task: Predict which catalyst facilitates the given reaction. (1) Reactant: [Cl:1][C:2]1[CH:3]=[C:4]([C@@H:8]2[C@@H:13]([C:14]3[CH:19]=[CH:18][C:17]([Cl:20])=[CH:16][CH:15]=3)[N:12]([C@@H:21]([CH2:29][CH3:30])[CH2:22][S:23](=[O:28])(=[O:27])[N:24]([CH3:26])[CH3:25])[C:11](=[O:31])[C@H:10]([CH2:32][C:33]([O:35]C)=[O:34])[O:9]2)[CH:5]=[CH:6][CH:7]=1.CO.[OH-].[Li+].C(O)(=O)CC(CC(O)=O)(C(O)=O)O. Product: [Cl:1][C:2]1[CH:3]=[C:4]([C@@H:8]2[C@@H:13]([C:14]3[CH:19]=[CH:18][C:17]([Cl:20])=[CH:16][CH:15]=3)[N:12]([C@@H:21]([CH2:29][CH3:30])[CH2:22][S:23](=[O:27])(=[O:28])[N:24]([CH3:26])[CH3:25])[C:11](=[O:31])[C@@H:10]([CH2:32][C:33]([OH:35])=[O:34])[O:9]2)[CH:5]=[CH:6][CH:7]=1. The catalyst class is: 6. (2) Reactant: [O:1]1[C:5]2[CH:6]=[CH:7][C:8]([C:10]3[S:11][CH:12]=[C:13]([C:15]([OH:17])=O)[N:14]=3)=[CH:9][C:4]=2[CH2:3][CH2:2]1.Br.[NH2:19][C:20]1[NH:24][C:23]2[CH:25]=[CH:26][C:27]([C:29]([N:31]3[CH2:36][CH2:35][N:34]([CH2:37][CH:38]4[CH2:42][CH2:41][CH2:40][O:39]4)[CH2:33][CH2:32]3)=[O:30])=[CH:28][C:22]=2[N:21]=1.F[P-](F)(F)(F)(F)F.N1(OC(N(C)C)=[N+](C)C)C2C=CC=CC=2N=N1.C(N(CC)C(C)C)(C)C. Product: [O:1]1[C:5]2[CH:6]=[CH:7][C:8]([C:10]3[S:11][CH:12]=[C:13]([C:15]([NH:19][C:20]4[NH:24][C:23]5[CH:25]=[CH:26][C:27]([C:29]([N:31]6[CH2:32][CH2:33][N:34]([CH2:37][CH:38]7[CH2:42][CH2:41][CH2:40][O:39]7)[CH2:35][CH2:36]6)=[O:30])=[CH:28][C:22]=5[N:21]=4)=[O:17])[N:14]=3)=[CH:9][C:4]=2[CH2:3][CH2:2]1. The catalyst class is: 546. (3) Reactant: [CH2:1](I)[CH3:2].[Br:4][C:5]1[C:13]2[O:12][C:11]([C:14]([OH:16])=[O:15])=[CH:10][C:9]=2[CH:8]=[C:7]([F:17])[CH:6]=1.C(=O)(O)[O-].[Na+]. Product: [Br:4][C:5]1[C:13]2[O:12][C:11]([C:14]([O:16][CH2:1][CH3:2])=[O:15])=[CH:10][C:9]=2[CH:8]=[C:7]([F:17])[CH:6]=1. The catalyst class is: 9. (4) Reactant: [NH2:1][C:2]1[C:7]([CH2:8][OH:9])=[CH:6][N:5]=[C:4]([S:10][CH3:11])[N:3]=1. Product: [NH2:1][C:2]1[C:7]([CH:8]=[O:9])=[CH:6][N:5]=[C:4]([S:10][CH3:11])[N:3]=1. The catalyst class is: 703. (5) Reactant: [O:1]1[CH:6]=[CH:5][CH2:4][CH2:3][CH2:2]1.FC(F)(F)C(O)=O.[CH3:14][C:15]1([CH3:27])[C:19]([CH3:21])([CH3:20])[O:18][B:17]([C:22]2[CH:23]=[N:24][NH:25][CH:26]=2)[O:16]1. Product: [O:1]1[CH2:2][CH2:3][CH2:4][CH2:5][CH:6]1[N:25]1[CH:26]=[C:22]([B:17]2[O:16][C:15]([CH3:27])([CH3:14])[C:19]([CH3:21])([CH3:20])[O:18]2)[CH:23]=[N:24]1. The catalyst class is: 11.